From a dataset of Full USPTO retrosynthesis dataset with 1.9M reactions from patents (1976-2016). Predict the reactants needed to synthesize the given product. (1) The reactants are: [H-].[Na+].[F:3][C:4]1[CH:9]=[CH:8][C:7]([CH:10]2[C:18]3[C:13](=[CH:14][C:15]([C:19]#[N:20])=[CH:16][CH:17]=3)[CH2:12][O:11]2)=[CH:6][CH:5]=1.[CH3:21][N:22]([CH3:27])[CH2:23][CH2:24][CH2:25]Cl.CN1CCN(C)C1=O. Given the product [CH3:21][N:22]([CH3:27])[CH2:23][CH2:24][CH2:25][C:10]1([C:7]2[CH:8]=[CH:9][C:4]([F:3])=[CH:5][CH:6]=2)[C:18]2[C:13](=[CH:14][C:15]([C:19]#[N:20])=[CH:16][CH:17]=2)[CH2:12][O:11]1, predict the reactants needed to synthesize it. (2) Given the product [OH:16][CH:7]1[CH2:8][C:9]2[CH:15]=[CH:14][CH:13]=[CH:12][C:10]=2[CH2:11][C:2](=[O:1])[CH2:3][CH:4]=[CH:5][CH2:6]1, predict the reactants needed to synthesize it. The reactants are: [O:1]=[C:2]1[CH2:11][C:10]2[CH:12]=[CH:13][CH:14]=[CH:15][C:9]=2[CH2:8][CH:7]([O:16]C(=O)C)[CH2:6][CH:5]=[CH:4][CH2:3]1.C(=O)([O-])[O-].[K+].[K+]. (3) The reactants are: CC1(C)C(C)(C)OB([C:9]2[CH:10]=[CH:11][C:12]3[O:17][CH2:16][C:15](=[O:18])[NH:14][C:13]=3[CH:19]=2)O1.Br[C:22]1[C:23]([CH3:35])=[N:24][N:25]([CH3:34])[C:26]=1[C:27]1[CH:32]=[CH:31][C:30]([CH3:33])=[CH:29][CH:28]=1.C(=O)([O-])[O-].[Cs+].[Cs+].O. Given the product [CH3:34][N:25]1[C:26]([C:27]2[CH:32]=[CH:31][C:30]([CH3:33])=[CH:29][CH:28]=2)=[C:22]([C:9]2[CH:10]=[CH:11][C:12]3[O:17][CH2:16][C:15](=[O:18])[NH:14][C:13]=3[CH:19]=2)[C:23]([CH3:35])=[N:24]1, predict the reactants needed to synthesize it. (4) Given the product [N:36]1([CH2:33][C:34]#[C:35][C:29]2[CH:28]=[CH:27][C:26]([C:8]([C:5]3[CH:6]=[CH:7][C:2]([C:35]#[C:34][CH2:33][N:36]4[CH2:40][CH2:39][CH2:38][CH2:37]4)=[CH:3][CH:4]=3)=[CH:9][CH2:10][S:11][C:12]3[CH:24]=[CH:23][C:15]([O:16][CH2:17][C:18]([O:20][CH2:21][CH3:22])=[O:19])=[C:14]([CH3:25])[CH:13]=3)=[CH:31][CH:30]=2)[CH2:40][CH2:39][CH2:38][CH2:37]1, predict the reactants needed to synthesize it. The reactants are: I[C:2]1[CH:7]=[CH:6][C:5]([C:8]([C:26]2[CH:31]=[CH:30][C:29](I)=[CH:28][CH:27]=2)=[CH:9][CH2:10][S:11][C:12]2[CH:24]=[CH:23][C:15]([O:16][CH2:17][C:18]([O:20][CH2:21][CH3:22])=[O:19])=[C:14]([CH3:25])[CH:13]=2)=[CH:4][CH:3]=1.[CH2:33]([N:36]1[CH2:40][CH2:39][CH2:38][CH2:37]1)[C:34]#[CH:35].